From a dataset of Catalyst prediction with 721,799 reactions and 888 catalyst types from USPTO. Predict which catalyst facilitates the given reaction. Reactant: CSCS(C)=O.[CH2:7]([O:14][C:15]1[CH:22]=[CH:21][C:20]([O:23][CH2:24][CH3:25])=[CH:19][C:16]=1[CH:17]=O)[C:8]1[CH:13]=[CH:12][CH:11]=[CH:10][CH:9]=1.CO.[C:28]([O:31][CH2:32]C)(=[O:30])C. Product: [CH2:7]([O:14][C:15]1[CH:22]=[CH:21][C:20]([O:23][CH2:24][CH3:25])=[CH:19][C:16]=1[CH2:17][C:28]([O:31][CH3:32])=[O:30])[C:8]1[CH:13]=[CH:12][CH:11]=[CH:10][CH:9]=1. The catalyst class is: 74.